This data is from Forward reaction prediction with 1.9M reactions from USPTO patents (1976-2016). The task is: Predict the product of the given reaction. (1) Given the reactants [CH3:1][O:2][C:3]1[C:12]([O:13][CH3:14])=[N:11][C:10]2[C:9]([C:15](Cl)=[O:16])=[C:8]([CH3:18])[C:7]([N+:19]([O-:21])=[O:20])=[CH:6][C:5]=2[N:4]=1.[CH2:22]([NH2:29])[C:23]1[CH:28]=[CH:27][CH:26]=[CH:25][CH:24]=1, predict the reaction product. The product is: [CH2:22]([NH:29][C:15]([C:9]1[C:10]2[N:11]=[C:12]([O:13][CH3:14])[C:3]([O:2][CH3:1])=[N:4][C:5]=2[CH:6]=[C:7]([N+:19]([O-:21])=[O:20])[C:8]=1[CH3:18])=[O:16])[C:23]1[CH:28]=[CH:27][CH:26]=[CH:25][CH:24]=1. (2) The product is: [NH2:4][CH2:5][C:6]([P:9](=[O:10])([OH:16])[OH:13])([CH3:8])[CH3:7]. Given the reactants CC#N.[NH2:4][CH2:5][C:6]([P:9](=[O:16])([O:13]CC)[O:10]CC)([CH3:8])[CH3:7].C[Si](Br)(C)C, predict the reaction product.